From a dataset of Forward reaction prediction with 1.9M reactions from USPTO patents (1976-2016). Predict the product of the given reaction. (1) Given the reactants Br[C:2]1[CH:9]=[CH:8][C:5]([CH:6]=[O:7])=[CH:4][CH:3]=1.[C:10]([N:14]1[C:18]([C:19]2[CH:24]=[CH:23][C:22](F)=[CH:21][CH:20]=2)=[CH:17][C:16]([C:26]([NH2:28])=[O:27])=[N:15]1)([CH3:13])([CH3:12])[CH3:11].C(=O)([O-])[O-].[Cs+].[Cs+], predict the reaction product. The product is: [CH:6]([C:5]1[CH:8]=[CH:9][C:2]([NH:28][C:26]([C:16]2[CH:17]=[C:18]([C:19]3[CH:20]=[CH:21][CH:22]=[CH:23][CH:24]=3)[N:14]([C:10]([CH3:13])([CH3:12])[CH3:11])[N:15]=2)=[O:27])=[CH:3][CH:4]=1)=[O:7]. (2) Given the reactants [F:1][C:2]1[CH:3]=[C:4]([C:11]2[CH:16]=[CH:15][C:14]([CH:17]([C:28]3[CH:33]=[CH:32][CH:31]=[CH:30][C:29]=3[CH3:34])[CH2:18][C:19]([C:21]3[CH:26]=[CH:25][N:24]=[C:23]([CH3:27])[CH:22]=3)=O)=[CH:13][CH:12]=2)[CH:5]=[CH:6][C:7]=1[C:8]([OH:10])=[O:9].Cl.[NH2:36][OH:37].C([O-])(O)=O.[Na+], predict the reaction product. The product is: [F:1][C:2]1[CH:3]=[C:4]([C:11]2[CH:12]=[CH:13][C:14]([CH:17]([C:28]3[CH:33]=[CH:32][CH:31]=[CH:30][C:29]=3[CH3:34])[CH2:18][C:19](=[N:36][OH:37])[C:21]3[CH:26]=[CH:25][N:24]=[C:23]([CH3:27])[CH:22]=3)=[CH:15][CH:16]=2)[CH:5]=[CH:6][C:7]=1[C:8]([OH:10])=[O:9]. (3) The product is: [Br:1][C:2]1[C:3]2[C:7]([CH:8]=[CH:9][CH:10]=1)=[N:6][N:5]([CH2:12][C:13]1[CH:18]=[CH:17][CH:16]=[C:15]([C:19]([F:20])([F:21])[F:22])[CH:14]=1)[CH:4]=2. Given the reactants [Br:1][C:2]1[CH:10]=[CH:9][CH:8]=[C:7]2[C:3]=1[CH:4]=[N:5][NH:6]2.Br[CH2:12][C:13]1[CH:18]=[CH:17][CH:16]=[C:15]([C:19]([F:22])([F:21])[F:20])[CH:14]=1, predict the reaction product. (4) Given the reactants [Si:1]([O:8][CH2:9][C:10]([CH3:14])([CH3:13])[CH2:11][OH:12])([C:4]([CH3:7])([CH3:6])[CH3:5])([CH3:3])[CH3:2].[CH2:15](N(CC)CC)[CH3:16].CS(Cl)(=O)=O.C(=O)(O)[O-].[Na+], predict the reaction product. The product is: [C:4]([Si:1]([O:8][CH2:9][C:10]([CH3:14])([CH3:13])[CH2:11][O:12][CH2:15][CH3:16])([CH3:3])[CH3:2])([CH3:7])([CH3:6])[CH3:5]. (5) Given the reactants [CH3:1][C:2](C)=[O:3].CC([C:15]1[CH:20]=[CH:19][C:18]([OH:21])=[CH:17][CH:16]=1)([C:15]1[CH:20]=[CH:19][C:18]([OH:21])=[CH:17][CH:16]=1)C, predict the reaction product. The product is: [C:2]([O:21][C:18]1[CH:17]=[CH:16][CH:15]=[CH:20][CH:19]=1)(=[O:3])[CH3:1]. (6) Given the reactants [CH3:1][O:2][C:3]1[C:8]2[C:9]([C:12]3[CH:17]=[CH:16][C:15]([N:18]4[CH2:23][CH2:22][O:21][CH2:20][CH2:19]4)=[CH:14][CH:13]=3)=[N:10][NH:11][C:7]=2[CH:6]=[CH:5][N:4]=1.F[C:25]1[C:32]([F:33])=[CH:31][CH:30]=[CH:29][C:26]=1[C:27]#[N:28].C(=O)([O-])[O-].[K+].[K+].O, predict the reaction product. The product is: [F:33][C:32]1[C:25]([N:11]2[C:7]3[CH:6]=[CH:5][N:4]=[C:3]([O:2][CH3:1])[C:8]=3[C:9]([C:12]3[CH:13]=[CH:14][C:15]([N:18]4[CH2:23][CH2:22][O:21][CH2:20][CH2:19]4)=[CH:16][CH:17]=3)=[N:10]2)=[C:26]([CH:29]=[CH:30][CH:31]=1)[C:27]#[N:28]. (7) Given the reactants C(C1C=C(OC2C=CC(NC3N=CC=CC=3C(NC3C=CC([Cl:29])=CC=3)=O)=CC=2F)C=CN=1)(=O)N.[ClH:35].[NH2:36][C:37]1[CH:42]=[C:41]([O:43][C:44]2[CH:49]=[CH:48][C:47]([NH:50][C:51]3[N:67]=[CH:66][CH:65]=[CH:64][C:52]=3[C:53]([NH:55][C:56]3[CH:61]=[CH:60][C:59](F)=[CH:58][C:57]=3F)=[O:54])=[CH:46][C:45]=2[F:68])[CH:40]=[CH:39][N:38]=1, predict the reaction product. The product is: [ClH:29].[NH2:36][C:37]1[CH:42]=[C:41]([O:43][C:44]2[CH:49]=[CH:48][C:47]([NH:50][C:51]3[N:67]=[CH:66][CH:65]=[CH:64][C:52]=3[C:53]([NH:55][C:56]3[CH:61]=[CH:60][C:59]([Cl:35])=[CH:58][CH:57]=3)=[O:54])=[CH:46][C:45]=2[F:68])[CH:40]=[CH:39][N:38]=1. (8) Given the reactants C(OC([N:8]1[C:16]2[C:11](=[CH:12][C:13]([O:17][CH2:18][C:19]3[S:20][C:21]([C:30]([F:33])([F:32])[F:31])=[C:22]([C:24]4[CH:29]=[CH:28][CH:27]=[CH:26][CH:25]=4)[CH:23]=3)=[CH:14][CH:15]=2)[CH2:10][CH2:9]1)=O)(C)(C)C.[F:34][C:35]([F:40])([F:39])[C:36]([OH:38])=[O:37], predict the reaction product. The product is: [F:34][C:35]([F:40])([F:39])[C:36]([OH:38])=[O:37].[C:24]1([C:22]2[CH:23]=[C:19]([CH2:18][O:17][C:13]3[CH:12]=[C:11]4[C:16](=[CH:15][CH:14]=3)[NH:8][CH2:9][CH2:10]4)[S:20][C:21]=2[C:30]([F:33])([F:31])[F:32])[CH:25]=[CH:26][CH:27]=[CH:28][CH:29]=1. (9) Given the reactants [OH:1][C:2]1[CH:13]=[CH:12][C:11]([N+:14]([O-:16])=[O:15])=[CH:10][C:3]=1[C:4]([O:6][CH:7]([CH3:9])[CH3:8])=[O:5].[H-].[Na+].Br[CH:20]([C:27]1[CH:32]=[CH:31][CH:30]=[CH:29][CH:28]=1)[C:21]1[CH:26]=[CH:25][CH:24]=[CH:23][CH:22]=1, predict the reaction product. The product is: [CH:20]([O:1][C:2]1[CH:13]=[CH:12][C:11]([N+:14]([O-:16])=[O:15])=[CH:10][C:3]=1[C:4]([O:6][CH:7]([CH3:9])[CH3:8])=[O:5])([C:21]1[CH:26]=[CH:25][CH:24]=[CH:23][CH:22]=1)[C:27]1[CH:32]=[CH:31][CH:30]=[CH:29][CH:28]=1.